From a dataset of Reaction yield outcomes from USPTO patents with 853,638 reactions. Predict the reaction yield, written as a fraction of the theoretical maximum amount of product (1.0 means a 100% yield; for example, 0.34 means a 34% yield). (1) The reactants are [F:1][C:2]1[CH:7]=[CH:6][C:5]([O:8][CH3:9])=[CH:4][C:3]=1[C:10]1[O:14][C:13]([CH3:15])=[C:12]([CH:16]([NH:21][C:22]2[CH:30]=[CH:29][C:25]([C:26]([OH:28])=O)=[CH:24][CH:23]=2)[CH2:17][CH:18]([CH3:20])[CH3:19])[CH:11]=1.[CH3:31][NH:32][CH2:33][CH2:34][C:35]([O:37]CC)=[O:36].Cl.C(N=C=NCCCN(C)C)C.O.OC1C2N=NNC=2C=CC=1. The catalyst is CN(C)C=O.C(OCC)(=O)C.C(N(CC)CC)C. The product is [F:1][C:2]1[CH:7]=[CH:6][C:5]([O:8][CH3:9])=[CH:4][C:3]=1[C:10]1[O:14][C:13]([CH3:15])=[C:12]([CH:16]([NH:21][C:22]2[CH:23]=[CH:24][C:25]([C:26]([N:32]([CH3:31])[CH2:33][CH2:34][C:35]([OH:37])=[O:36])=[O:28])=[CH:29][CH:30]=2)[CH2:17][CH:18]([CH3:20])[CH3:19])[CH:11]=1. The yield is 0.840. (2) The reactants are [CH3:1][C:2]1[C:16](=[O:17])[N:15]=[C:14]2[N:4]([C@@H:5]3[O:9][C@H:8]([CH2:10][OH:11])[C@@H:7]([OH:12])[C@@H:6]3[O:13]2)[CH:3]=1.[CH3:18][O:19][CH2:20][CH2:21][O:22]B([O:22][CH2:21][CH2:20][O:19][CH3:18])[O:22][CH2:21][CH2:20][O:19][CH3:18]. The catalyst is COCCO. The product is [CH3:18][O:19][CH2:20][CH2:21][O:22][C@@H:6]1[C@H:7]([OH:12])[C@@H:8]([CH2:10][OH:11])[O:9][C@H:5]1[N:4]1[CH:3]=[C:2]([CH3:1])[C:16](=[O:17])[NH:15][C:14]1=[O:13]. The yield is 0.630. (3) The reactants are [OH:1][C@H:2]([C:8]1[S:9][CH:10]=[CH:11][CH:12]=1)[CH2:3][C:4](OC)=[O:5].[CH3:13][NH2:14]. No catalyst specified. The product is [CH3:13][NH:14][C:4](=[O:5])[CH2:3][C@H:2]([OH:1])[C:8]1[S:9][CH:10]=[CH:11][CH:12]=1. The yield is 0.880. (4) The reactants are [CH3:1][C:2]1([C:7]([O:9]C)=[O:8])[CH2:6][CH2:5][CH2:4][CH2:3]1.O.[OH-].[Na+]. The catalyst is CO. The product is [CH3:1][C:2]1([C:7]([OH:9])=[O:8])[CH2:6][CH2:5][CH2:4][CH2:3]1. The yield is 0.647. (5) The reactants are [ClH:1].CCOCC.[CH3:7][O:8][C:9]1[CH:14]=[CH:13][C:12]([C:15]2[CH:20]=[CH:19][N:18]([C:21]3[CH:22]=[CH:23][C:24]4[C:25]5[CH2:34][NH:33][CH2:32][CH2:31][C:26]=5[N:27]([CH3:30])[C:28]=4[CH:29]=3)[C:17](=[O:35])[CH:16]=2)=[CH:11][CH:10]=1. The catalyst is C(Cl)Cl. The product is [ClH:1].[CH3:7][O:8][C:9]1[CH:14]=[CH:13][C:12]([C:15]2[CH:20]=[CH:19][N:18]([C:21]3[CH:22]=[CH:23][C:24]4[C:25]5[CH2:34][NH:33][CH2:32][CH2:31][C:26]=5[N:27]([CH3:30])[C:28]=4[CH:29]=3)[C:17](=[O:35])[CH:16]=2)=[CH:11][CH:10]=1. The yield is 0.950. (6) The reactants are [Cl:1][C:2]1[CH:7]=[CH:6][C:5]([C:8](=[O:13])[CH2:9][C:10](=[O:12])[CH3:11])=[CH:4][CH:3]=1.[H-].[Na+].Br[CH2:17][C:18]([O:20][CH3:21])=[O:19]. The catalyst is CS(C)=O. The product is [Cl:1][C:2]1[CH:3]=[CH:4][C:5]([C:8]([CH:9]([C:10](=[O:12])[CH3:11])[CH2:17][C:18]([O:20][CH3:21])=[O:19])=[O:13])=[CH:6][CH:7]=1. The yield is 0.567. (7) The yield is 0.830. The reactants are [Cl:1][C:2]1[CH:11]=[C:10]2[C:5]([CH:6]=[C:7](C(O)=O)[N:8]=[CH:9]2)=[CH:4][N:3]=1.[C:15]([OH:19])([CH3:18])([CH3:17])[CH3:16].C([N:23]([CH2:27]C)C(C)C)(C)C.C1C=CC([O:35]P(OC2C=CC=CC=2)(N=[N+]=[N-])=O)=CC=1. The product is [Cl:1][C:2]1[CH:11]=[C:10]2[C:5]([CH:6]=[C:7]([NH:23][C:27](=[O:35])[O:19][C:15]([CH3:18])([CH3:17])[CH3:16])[N:8]=[CH:9]2)=[CH:4][N:3]=1. The catalyst is C1(C)C=CC=CC=1.C(OCC)(=O)C.